From a dataset of Catalyst prediction with 721,799 reactions and 888 catalyst types from USPTO. Predict which catalyst facilitates the given reaction. Product: [O:10]1[CH2:11][CH2:12][CH:7]([C:5]2[CH:4]=[CH:3][NH:2][N:14]=2)[CH2:8][CH2:9]1. Reactant: C[N:2](C)/[CH:3]=[CH:4]/[C:5]([CH:7]1[CH2:12][CH2:11][O:10][CH2:9][CH2:8]1)=O.[NH2:14]N.O. The catalyst class is: 8.